Predict which catalyst facilitates the given reaction. From a dataset of Catalyst prediction with 721,799 reactions and 888 catalyst types from USPTO. (1) Reactant: [CH:1]1([C:4]2[CH:5]=[C:6]([N+:13]([O-])=O)[CH:7]=[C:8]3[C:12]=2[NH:11][CH:10]=[CH:9]3)[CH2:3][CH2:2]1. Product: [CH:1]1([C:4]2[CH:5]=[C:6]([NH2:13])[CH:7]=[C:8]3[C:12]=2[NH:11][CH:10]=[CH:9]3)[CH2:3][CH2:2]1. The catalyst class is: 63. (2) Reactant: [OH:1][CH:2]1[CH:8]2[CH2:9][CH:5]([CH2:6][CH:7]2[C:10]2[NH:18][C:17]3[C:16](=[O:19])[N:15]([CH2:20][CH2:21][CH3:22])[C:14](=[O:23])[N:13]([CH2:24][CH2:25][CH3:26])[C:12]=3[N:11]=2)[CH2:4][CH2:3]1.C1C=C[NH+]=CC=1.[O-][Cr](Cl)(=O)=O. Product: [O:1]=[C:2]1[CH:8]2[CH2:9][CH:5]([CH2:6][CH:7]2[C:10]2[NH:18][C:17]3[C:16](=[O:19])[N:15]([CH2:20][CH2:21][CH3:22])[C:14](=[O:23])[N:13]([CH2:24][CH2:25][CH3:26])[C:12]=3[N:11]=2)[CH2:4][CH2:3]1. The catalyst class is: 158.